Dataset: Full USPTO retrosynthesis dataset with 1.9M reactions from patents (1976-2016). Task: Predict the reactants needed to synthesize the given product. (1) Given the product [Cl:26][C:27]1[CH:32]=[C:31]([CH2:33][N:22]2[C:23]([CH3:25])=[CH:24][C:20](/[C:8](/[F:7])=[CH:9]/[C:10]3[CH:11]=[CH:12][C:13]([Si:16]([CH3:17])([CH3:18])[CH3:19])=[CH:14][CH:15]=3)=[N:21]2)[CH:30]=[CH:29][N:28]=1, predict the reactants needed to synthesize it. The reactants are: CC(C)([O-])C.[K+].[F:7]/[C:8](/[C:20]1[CH:24]=[C:23]([CH3:25])[NH:22][N:21]=1)=[CH:9]\[C:10]1[CH:15]=[CH:14][C:13]([Si:16]([CH3:19])([CH3:18])[CH3:17])=[CH:12][CH:11]=1.[Cl:26][C:27]1[CH:32]=[C:31]([CH2:33]Cl)[CH:30]=[CH:29][N:28]=1.C(OCC)(=O)C. (2) Given the product [OH:24][C@H:22]([CH3:23])[CH2:21][C@H:9]1[CH2:10][NH:11][CH2:12][CH2:13][NH:8]1, predict the reactants needed to synthesize it. The reactants are: C(OC([N:8]1[CH2:13][CH2:12][N:11](C(OC(C)(C)C)=O)[CH2:10][C@@H:9]1[CH2:21][C@@H:22]([OH:24])[CH3:23])=O)(C)(C)C.C(OC(N1CCN(C(OC(C)(C)C)=O)C[C@@H]1C[C@H](O)C)=O)(C)(C)C.FC(F)(F)C(O)=O. (3) The reactants are: [OH:1][C:2]1[CH:7]=[CH:6][C:5]([O:8][CH2:9][C:10]([O:12][CH2:13][CH3:14])=[O:11])=[C:4]([CH3:15])[CH:3]=1.[CH2:16]([O:18][CH2:19][C@@H:20]([C:22]1[N:27]=[C:26]([C:28]2[CH:35]=[CH:34][C:31]([C:32]#[N:33])=[CH:30][CH:29]=2)[CH:25]=[CH:24][CH:23]=1)O)[CH3:17].C1(P(C2C=CC=CC=2)C2C=CC=CC=2)C=CC=CC=1.CC(OC(/N=N/C(OC(C)C)=O)=O)C. Given the product [C:32]([C:31]1[CH:34]=[CH:35][C:28]([C:26]2[N:27]=[C:22]([C@H:20]([O:1][C:2]3[CH:7]=[CH:6][C:5]([O:8][CH2:9][C:10]([O:12][CH2:13][CH3:14])=[O:11])=[C:4]([CH3:15])[CH:3]=3)[CH2:19][O:18][CH2:16][CH3:17])[CH:23]=[CH:24][CH:25]=2)=[CH:29][CH:30]=1)#[N:33], predict the reactants needed to synthesize it. (4) Given the product [F:30][C:27]1[CH:28]=[CH:29][C:22]2=[C:23]([CH:26]=1)[O:24][CH2:25][C:19]1[CH:18]=[C:17]([CH2:16][N:10]3[C:9]4[CH:11]=[CH:12][CH:13]=[CH:14][C:8]=4[N:7]=[C:6]3[C:2]3[O:1][CH:5]=[CH:4][CH:3]=3)[CH:36]=[CH:35][C:20]=1/[C:21]/2=[C:31](/[CH3:34])\[C:32]#[N:33], predict the reactants needed to synthesize it. The reactants are: [O:1]1[CH:5]=[CH:4][CH:3]=[C:2]1[C:6]1[NH:10][C:9]2[CH:11]=[CH:12][CH:13]=[CH:14][C:8]=2[N:7]=1.Br[CH2:16][C:17]1[CH:36]=[CH:35][C:20]2/[C:21](=[C:31](/[CH3:34])\[C:32]#[N:33])/[C:22]3[CH:29]=[CH:28][C:27]([F:30])=[CH:26][C:23]=3[O:24][CH2:25][C:19]=2[CH:18]=1. (5) Given the product [N:15]1[CH:16]=[CH:17][CH:18]=[C:13]([NH:1][C:2]2[N:3]=[CH:4][C:5]([C:8]([O:10][CH3:11])=[O:9])=[CH:6][N:7]=2)[CH:14]=1, predict the reactants needed to synthesize it. The reactants are: [NH2:1][C:2]1[N:7]=[CH:6][C:5]([C:8]([O:10][CH3:11])=[O:9])=[CH:4][N:3]=1.Br[C:13]1[CH:14]=[N:15][CH:16]=[CH:17][CH:18]=1.C([O-])([O-])=O.[Cs+].[Cs+].O1CCOCC1. (6) Given the product [CH2:50]([C@@H:57]1[CH2:61][O:60][C:59](=[O:62])[N:58]1[C:63](=[O:73])[C@H:64]([CH2:68][S:69]([N:47]1[CH2:46][CH2:45][N:44]([C:41]2[CH:40]=[CH:39][C:38]([C:35]3[CH:34]=[CH:33][C:32]([F:31])=[CH:37][CH:36]=3)=[CH:43][N:42]=2)[CH2:49][CH2:48]1)(=[O:71])=[O:70])[CH:65]([CH3:67])[CH3:66])[C:51]1[CH:56]=[CH:55][CH:54]=[CH:53][CH:52]=1, predict the reactants needed to synthesize it. The reactants are: C(OC(=O)C(CS(N1CCN(C2C=CC(Br)=CC=2)CC1)(=O)=O)C(C)C)(C)(C)C.Cl.Cl.[F:31][C:32]1[CH:37]=[CH:36][C:35]([C:38]2[CH:39]=[CH:40][C:41]([N:44]3[CH2:49][CH2:48][NH:47][CH2:46][CH2:45]3)=[N:42][CH:43]=2)=[CH:34][CH:33]=1.[CH2:50]([C@@H:57]1[CH2:61][O:60][C:59](=[O:62])[N:58]1[C:63](=[O:73])[C@H:64]([CH2:68][S:69](Cl)(=[O:71])=[O:70])[CH:65]([CH3:67])[CH3:66])[C:51]1[CH:56]=[CH:55][CH:54]=[CH:53][CH:52]=1. (7) Given the product [F:20][C:21]1[CH:22]=[CH:23][C:24]([N:27]2[CH2:32][CH2:31][N:30]([C:17]([C@@H:9]3[NH:8][CH2:13][CH2:12][N:11]([CH:14]([CH3:15])[CH3:16])[CH2:10]3)=[O:19])[CH2:29][CH2:28]2)=[CH:25][CH:26]=1, predict the reactants needed to synthesize it. The reactants are: C(OC([N:8]1[CH2:13][CH2:12][N:11]([CH:14]([CH3:16])[CH3:15])[CH2:10][C@@H:9]1[C:17]([OH:19])=O)=O)(C)(C)C.[F:20][C:21]1[CH:26]=[CH:25][C:24]([N:27]2[CH2:32][CH2:31][NH:30][CH2:29][CH2:28]2)=[CH:23][CH:22]=1.C1C=CC2N(O)N=NC=2C=1.CCN(C(C)C)C(C)C.CCN=C=NCCCN(C)C.C(O)(C(F)(F)F)=O.